From a dataset of CYP2C9 inhibition data for predicting drug metabolism from PubChem BioAssay. Regression/Classification. Given a drug SMILES string, predict its absorption, distribution, metabolism, or excretion properties. Task type varies by dataset: regression for continuous measurements (e.g., permeability, clearance, half-life) or binary classification for categorical outcomes (e.g., BBB penetration, CYP inhibition). Dataset: cyp2c9_veith. (1) The result is 0 (non-inhibitor). The compound is CN(C)c1ncc2nc(-c3cccc(C#N)c3)c(=O)n(C[C@H]3CCCO3)c2n1. (2) The compound is COC(=O)c1c(NC(=O)C(C)(C)C)sc2c1C(C(=O)OC)CC2. The result is 1 (inhibitor). (3) The molecule is NC(=O)OC[C@H](O)COc1ccc(Cl)cc1. The result is 0 (non-inhibitor). (4) The compound is O=C1c2cccnc2C(=O)N1Cc1ccc(F)cc1. The result is 0 (non-inhibitor). (5) The result is 0 (non-inhibitor). The molecule is Cc1ccccc1-c1cncnc1NCc1cccs1. (6) The drug is C(=N/N1CCN(C2c3ccccc3-c3ccccc32)CC1)\c1cccnc1. The result is 1 (inhibitor). (7) The molecule is c1ccc2sc(SCCSc3nc4ccccc4s3)nc2c1. The result is 0 (non-inhibitor). (8) The molecule is C/C(=N\NC(=O)c1cccc(Cl)c1)c1cccc(NC(=O)C(C)C)c1. The result is 0 (non-inhibitor). (9) The molecule is COc1ccc([N+](=O)[O-])cc1NC(=S)NC(NC(=O)Cc1ccc(OC)c(OC)c1)C(Cl)(Cl)Cl. The result is 1 (inhibitor).